From a dataset of NCI-60 drug combinations with 297,098 pairs across 59 cell lines. Regression. Given two drug SMILES strings and cell line genomic features, predict the synergy score measuring deviation from expected non-interaction effect. Drug 1: CCC1(C2=C(COC1=O)C(=O)N3CC4=CC5=C(C=CC(=C5CN(C)C)O)N=C4C3=C2)O.Cl. Drug 2: C(CCl)NC(=O)N(CCCl)N=O. Cell line: CCRF-CEM. Synergy scores: CSS=53.9, Synergy_ZIP=-3.16, Synergy_Bliss=-3.49, Synergy_Loewe=-15.4, Synergy_HSA=1.17.